From a dataset of Reaction yield outcomes from USPTO patents with 853,638 reactions. Predict the reaction yield, written as a fraction of the theoretical maximum amount of product (1.0 means a 100% yield; for example, 0.34 means a 34% yield). (1) The reactants are [CH2:1]([N:8]([CH2:13][C:14]([OH:16])=O)[CH2:9][C:10]([OH:12])=O)[C:2]1[CH:7]=[CH:6][CH:5]=[CH:4][CH:3]=1.C(OC(=O)C)(=O)C.CC(C)=O.[CH:28]1[CH:33]=[CH:32][C:31]([CH2:34][CH2:35][NH2:36])=[CH:30][CH:29]=1. The catalyst is C(N(CC)CC)C. The product is [CH2:1]([N:8]1[CH2:9][C:10](=[O:12])[N:36]([CH2:35][CH2:34][C:31]2[CH:32]=[CH:33][CH:28]=[CH:29][CH:30]=2)[C:14](=[O:16])[CH2:13]1)[C:2]1[CH:3]=[CH:4][CH:5]=[CH:6][CH:7]=1. The yield is 0.920. (2) The reactants are [CH3:1][O:2][CH2:3][CH2:4][O:5][CH2:6][CH2:7][O:8][CH2:9][CH2:10][S:11][C:12]1[S:13][C:14](=[C:28]2[S:45][C:31]3=[CH:32][N:33](S(C4C=CC(C)=CC=4)(=O)=O)[CH:34]=[C:30]3[S:29]2)[S:15][C:16]=1[S:17][CH2:18][CH2:19][O:20][CH2:21][CH2:22][O:23][CH2:24][CH2:25][O:26][CH3:27].CO.O. The catalyst is C1COCC1. The product is [CH3:1][O:2][CH2:3][CH2:4][O:5][CH2:6][CH2:7][O:8][CH2:9][CH2:10][S:11][C:12]1[S:13][C:14](=[C:28]2[S:29][C:30]3=[CH:34][NH:33][CH:32]=[C:31]3[S:45]2)[S:15][C:16]=1[S:17][CH2:18][CH2:19][O:20][CH2:21][CH2:22][O:23][CH2:24][CH2:25][O:26][CH3:27]. The yield is 0.870. (3) The reactants are C1(N=C=O)C=CC(N=C=O)=CC=1.C(N(CC)CC)C.COC1C=C[C:25]([C:28]#[C:29][C:30]([F:33])([F:32])[F:31])=CC=1.COC(=O)CCC[N+:40]([O-])=[O:41]. The catalyst is C1(C)C=CC=CC=1. The product is [F:31][C:30]([C:29]1[CH:28]=[CH:25][O:41][N:40]=1)([F:33])[F:32]. The yield is 0.250. (4) No catalyst specified. The product is [Cl:1][C:2]1[CH:3]=[C:4]([N:8]2[C:13](=[O:14])[C:12]([Cl:28])=[C:11]([C:16]3[CH:21]=[CH:20][C:19]([S:22]([CH3:25])(=[O:24])=[O:23])=[CH:18][CH:17]=3)[CH:10]=[N:9]2)[CH:5]=[CH:6][CH:7]=1. The reactants are [Cl:1][C:2]1[CH:3]=[C:4]([N:8]2[C:13](=[O:14])[C:12](O)=[C:11]([C:16]3[CH:21]=[CH:20][C:19]([S:22]([CH3:25])(=[O:24])=[O:23])=[CH:18][CH:17]=3)[CH:10]=[N:9]2)[CH:5]=[CH:6][CH:7]=1.O=P(Cl)(Cl)[Cl:28]. The yield is 0.290. (5) The reactants are N[C:2]1[CH:7]=[CH:6][C:5]([O:8][CH:9]([F:11])[F:10])=[C:4]([CH3:12])[CH:3]=1.N([O-])=O.[Na+].[BrH:17]. The catalyst is O.[Cu]Br. The product is [Br:17][C:2]1[CH:7]=[CH:6][C:5]([O:8][CH:9]([F:11])[F:10])=[C:4]([CH3:12])[CH:3]=1. The yield is 0.370. (6) The reactants are Cl.C(OCC)C.C(OC([N:14]([CH:25]([C:32]1[CH:37]=[CH:36][C:35]([C:38]2[CH:43]=[CH:42][C:41]([C:44]([F:47])([F:46])[F:45])=[CH:40][CH:39]=2)=[CH:34][CH:33]=1)[CH2:26][CH2:27][C:28]([F:31])([F:30])[F:29])[C:15]1[CH:24]=[CH:23][C:18]([C:19]([O:21][CH3:22])=[O:20])=[CH:17][N:16]=1)=O)(C)(C)C. The catalyst is ClCCl. The product is [F:31][C:28]([F:29])([F:30])[CH2:27][CH2:26][CH:25]([NH:14][C:15]1[CH:24]=[CH:23][C:18]([C:19]([O:21][CH3:22])=[O:20])=[CH:17][N:16]=1)[C:32]1[CH:33]=[CH:34][C:35]([C:38]2[CH:39]=[CH:40][C:41]([C:44]([F:47])([F:46])[F:45])=[CH:42][CH:43]=2)=[CH:36][CH:37]=1. The yield is 0.730. (7) The reactants are CS[CH:3]1[N:11]([CH2:12][CH2:13][CH2:14][CH2:15][CH3:16])[C:10]2[N:9]=[C:8]([C:17]([F:20])([F:19])[F:18])[NH:7][C:6]=2[C:5](=[O:21])[NH:4]1.[NH2:22][NH2:23]. The catalyst is O. The product is [CH2:12]([N:11]1[C:10]2[N:9]=[C:8]([C:17]([F:20])([F:19])[F:18])[NH:7][C:6]=2[C:5](=[O:21])[NH:4]/[C:3]/1=[N:22]\[NH2:23])[CH2:13][CH2:14][CH2:15][CH3:16]. The yield is 0.650.